Task: Regression. Given a peptide amino acid sequence and an MHC pseudo amino acid sequence, predict their binding affinity value. This is MHC class I binding data.. Dataset: Peptide-MHC class I binding affinity with 185,985 pairs from IEDB/IMGT (1) The MHC is H-2-Db with pseudo-sequence H-2-Db. The peptide sequence is IAVSNLSTL. The binding affinity (normalized) is 0.955. (2) The peptide sequence is FPPLAGSDF. The MHC is BoLA-AW10 with pseudo-sequence BoLA-AW10. The binding affinity (normalized) is 0.0641. (3) The binding affinity (normalized) is 0.834. The peptide sequence is VLLAFLNSM. The MHC is HLA-A02:11 with pseudo-sequence HLA-A02:11. (4) The peptide sequence is SIYSRPKIKT. The MHC is HLA-A02:06 with pseudo-sequence HLA-A02:06. The binding affinity (normalized) is 0.0886. (5) The peptide sequence is PSSKPDWFY. The MHC is HLA-B40:01 with pseudo-sequence HLA-B40:01. The binding affinity (normalized) is 0.0847. (6) The peptide sequence is NTQGYFPDWQ. The MHC is HLA-B51:01 with pseudo-sequence HLA-B51:01. The binding affinity (normalized) is 0.